From a dataset of Forward reaction prediction with 1.9M reactions from USPTO patents (1976-2016). Predict the product of the given reaction. (1) Given the reactants [F:1][C:2]1[CH:7]=[C:6]([F:8])[C:5]([NH:9][C:10](=[O:14])[CH:11]([CH3:13])[CH3:12])=[CH:4][C:3]=1[C:15]1[CH2:16][CH2:17][N:18]([C:21]([O:23][C:24]([CH3:27])([CH3:26])[CH3:25])=[O:22])[CH2:19][CH:20]=1, predict the reaction product. The product is: [F:1][C:2]1[CH:7]=[C:6]([F:8])[C:5]([NH:9][C:10](=[O:14])[CH:11]([CH3:13])[CH3:12])=[CH:4][C:3]=1[CH:15]1[CH2:16][CH2:17][N:18]([C:21]([O:23][C:24]([CH3:26])([CH3:25])[CH3:27])=[O:22])[CH2:19][CH2:20]1. (2) Given the reactants [Cl:1][C:2]1[CH:18]=[CH:17][C:5]2[S:6][C:7]([C:10]3[CH:15]=[CH:14][N:13]=[C:12]([NH2:16])N=3)=[C:8]([CH3:9])[C:4]=2[CH:3]=1.Br[C:20]1[CH:25]=CN=C2NC=C[C:21]=12.ClC1N=C(Cl)C=CN=1, predict the reaction product. The product is: [Cl:1][C:2]1[CH:18]=[CH:17][C:5]2[S:6][C:7]([C:10]3[CH:15]=[CH:14][N:13]=[C:12]4[NH:16][CH:25]=[CH:20][C:21]=34)=[C:8]([CH3:9])[C:4]=2[CH:3]=1. (3) Given the reactants [N:1]1([C:6]([O:8][C:9]([CH3:12])([CH3:11])[CH3:10])=[O:7])[CH2:5][CH:4]=[CH:3][CH2:2]1.F[B-](F)(F)F.[F:18][C:19]1[CH:24]=[CH:23][C:22]([F:25])=[CH:21][C:20]=1[N+]#N.N1C(C)=CC=CC=1C.FC(F)(F)C(OC(=O)C(F)(F)F)=O, predict the reaction product. The product is: [F:18][C:19]1[CH:24]=[CH:23][C:22]([F:25])=[CH:21][C:20]=1[CH:3]1[CH:4]=[CH:5][N:1]([C:6]([O:8][C:9]([CH3:12])([CH3:11])[CH3:10])=[O:7])[CH2:2]1.